This data is from Full USPTO retrosynthesis dataset with 1.9M reactions from patents (1976-2016). The task is: Predict the reactants needed to synthesize the given product. (1) The reactants are: [Br:1][CH2:2][C:3]([CH3:9])([CH3:8])[C:4]([OH:7])([Br:6])[Br:5].[O:10]=[P:11](Cl)([Cl:13])[Cl:12].[Mg+2].[Cl-].[Cl-]. Given the product [P:11]([Cl:13])([Cl:12])([O:7][C:4]([Br:6])([Br:5])[C:3]([CH3:9])([CH3:8])[CH2:2][Br:1])=[O:10], predict the reactants needed to synthesize it. (2) Given the product [C:12]([C:13]1[C:14]([CH:22]2[CH:31]3[CH2:32][CH:33]=[CH:34][CH:30]3[C:29]3[CH:28]=[C:27]([C:35](=[O:37])[CH3:36])[CH:26]=[CH:25][C:24]=3[NH:23]2)=[CH:15][C:16]2[O:20][CH2:19][O:18][C:17]=2[CH:21]=1)#[CH:11], predict the reactants needed to synthesize it. The reactants are: C(=O)([O-])[O-].[K+].[K+].C[Si]([C:11]#[C:12][C:13]1[C:14]([CH:22]2[CH:31]3[CH2:32][CH:33]=[CH:34][CH:30]3[C:29]3[CH:28]=[C:27]([C:35](=[O:37])[CH3:36])[CH:26]=[CH:25][C:24]=3[NH:23]2)=[CH:15][C:16]2[O:20][CH2:19][O:18][C:17]=2[CH:21]=1)(C)C.O. (3) Given the product [S:9]1[CH:8]=[C:7]([CH2:10][NH:15][S:12]([NH2:16])(=[O:14])=[O:13])[C:5]2[CH:6]=[CH:1][CH:2]=[CH:3][C:4]1=2, predict the reactants needed to synthesize it. The reactants are: [CH:1]1[CH:6]=[C:5]2[C:7]([CH:10]=O)=[CH:8][S:9][C:4]2=[CH:3][CH:2]=1.[S:12]([NH2:16])([NH2:15])(=[O:14])=[O:13].S(=O)(=O)(O)N.[BH4-].[Li+]. (4) Given the product [CH3:34][O:33][C:15]1[CH:16]=[C:17]([CH:20]2[CH2:25][CH2:24][N:23]([C:26]([O:28][C:29]([CH3:32])([CH3:31])[CH3:30])=[O:27])[CH2:22][CH2:21]2)[CH:18]=[CH:19][C:14]=1[NH:13][C:4]1[C:5]2[C:10](=[O:11])[NH:9][N:8]=[CH:7][C:6]=2[N:12]=[C:2]([CH:35]=[CH2:36])[CH:3]=1, predict the reactants needed to synthesize it. The reactants are: Cl[C:2]1[CH:3]=[C:4]([NH:13][C:14]2[CH:19]=[CH:18][C:17]([CH:20]3[CH2:25][CH2:24][N:23]([C:26]([O:28][C:29]([CH3:32])([CH3:31])[CH3:30])=[O:27])[CH2:22][CH2:21]3)=[CH:16][C:15]=2[O:33][CH3:34])[C:5]2[C:10](=[O:11])[NH:9][N:8]=[CH:7][C:6]=2[N:12]=1.[CH2:35]([Sn](CCCC)(CCCC)C=C)[CH2:36]CC. (5) Given the product [CH3:13][C:14]1[CH:15]=[CH:16][C:17]([C:20]2[N:24]([C:25]3[CH:26]=[N:27][CH:28]=[CH:29][CH:30]=3)[N:23]=[C:22]([C:31]([N:39]3[CH2:40][CH2:41][N:36]([CH3:35])[C:37](=[O:42])[CH2:38]3)=[O:33])[CH:21]=2)=[N:18][CH:19]=1, predict the reactants needed to synthesize it. The reactants are: Cl.CN(C)CCCN=C=NCC.[CH3:13][C:14]1[CH:15]=[CH:16][C:17]([C:20]2[N:24]([C:25]3[CH:26]=[N:27][CH:28]=[CH:29][CH:30]=3)[N:23]=[C:22]([C:31]([OH:33])=O)[CH:21]=2)=[N:18][CH:19]=1.Cl.[CH3:35][N:36]1[CH2:41][CH2:40][NH:39][CH2:38][C:37]1=[O:42].ON1C2C=CC=CC=2N=N1. (6) Given the product [F:26][C:27]1[CH:32]=[CH:31][C:30]([C:13]([C:8]2[C:7]([O:6][Si:5]([CH2:1][CH2:2][CH2:3][CH3:4])([CH2:18][CH2:19][CH2:20][CH3:21])[CH2:22][CH2:23][CH2:24][CH3:25])=[CH:12][CH:11]=[CH:10][N:9]=2)=[O:15])=[CH:29][CH:28]=1, predict the reactants needed to synthesize it. The reactants are: [CH2:1]([Si:5]([CH2:22][CH2:23][CH2:24][CH3:25])([CH2:18][CH2:19][CH2:20][CH3:21])[O:6][C:7]1[C:8]([C:13]([O:15]CC)=O)=[N:9][CH:10]=[CH:11][CH:12]=1)[CH2:2][CH2:3][CH3:4].[F:26][C:27]1[CH:32]=[CH:31][C:30]([Mg]Cl)=[CH:29][CH:28]=1.